From a dataset of Catalyst prediction with 721,799 reactions and 888 catalyst types from USPTO. Predict which catalyst facilitates the given reaction. (1) Reactant: B(Br)(Br)Br.C([O:12][C:13]1[CH:18]=[CH:17][C:16]([C:19]2[CH:26]=[N:25][CH:24]=[C:23]([Cl:27])[C:20]=2[C:21]#[N:22])=[CH:15][CH:14]=1)C1C=CC=CC=1.C(=O)(O)[O-].[Na+]. Product: [Cl:27][C:23]1[CH:24]=[N:25][CH:26]=[C:19]([C:16]2[CH:17]=[CH:18][C:13]([OH:12])=[CH:14][CH:15]=2)[C:20]=1[C:21]#[N:22]. The catalyst class is: 4. (2) Reactant: [CH2:1]([C:5]1[N:9]([CH2:10][C:11]2[CH:16]=[CH:15][C:14]([C:17]3[CH:22]=[CH:21][CH:20]=[CH:19][C:18]=3[C:23]#[N:24])=[CH:13][CH:12]=2)[C:8](=[O:25])[C:7]2([CH2:29][CH2:28][CH2:27][CH2:26]2)[N:6]=1)[CH2:2][CH2:3][CH3:4].[N-:30]=[N+:31]=[N-:32].[Na+].Cl.Cl.N1CCNCC1. Product: [CH3:4][CH2:3][CH2:2][CH2:1][C:5]1[N:9]([CH2:10][C:11]2[CH:16]=[CH:15][C:14]([C:17]3[CH:22]=[CH:21][CH:20]=[CH:19][C:18]=3[C:23]3[N:32]=[N:31][NH:30][N:24]=3)=[CH:13][CH:12]=2)[C:8](=[O:25])[C:7]2([CH2:26][CH2:27][CH2:28][CH2:29]2)[N:6]=1. The catalyst class is: 113. (3) Reactant: [Si](CC1CCC(C[C@H](NC(N2CCC[C@@H]([C@@](C3C=CC=C(Cl)C=3F)(O)CCCCOC)C2)=O)CN(C)C(=O)OCC[Si](C)(C)C)CC1)(C(C)(C)C)(C)C.[N+](CC)(CC)(CC)CC.[F-].[Cl:64][C:65]1[C:66]([F:100])=[C:67]([C@:71]([C@@H:79]2[CH2:84][CH2:83][CH2:82][N:81]([C:85]([NH:87][C@H:88]([CH2:97][NH:98][CH3:99])[CH2:89][C@H:90]3[CH2:95][CH2:94][C@H:93]([OH:96])[CH2:92][CH2:91]3)=[O:86])[CH2:80]2)([OH:78])[CH2:72][CH2:73][CH2:74][CH2:75][O:76][CH3:77])[CH:68]=[CH:69][CH:70]=1.ClC1C(F)=C([C@]([C@@H]2CCCN(C(N[C@H](CNC)C[C@H]3CC[C@@H](O)CC3)=O)C2)(O)CCCCOC)C=CC=1. Product: [Cl:64][C:65]1[C:66]([F:100])=[C:67]([C@:71]([C@@H:79]2[CH2:84][CH2:83][CH2:82][N:81]([C:85]([NH:87][C@H:88]([CH2:97][NH:98][CH3:99])[CH2:89][CH:90]3[CH2:91][CH2:92][CH:93]([OH:96])[CH2:94][CH2:95]3)=[O:86])[CH2:80]2)([OH:78])[CH2:72][CH2:73][CH2:74][CH2:75][O:76][CH3:77])[CH:68]=[CH:69][CH:70]=1. The catalyst class is: 23. (4) Reactant: [Br:1][C:2]1[CH:3]=[N:4][C:5](Cl)=[N:6][CH:7]=1.[C:9]([O:13][C:14]([N:16]1[C@H:21]([CH2:22][NH2:23])[C@@H:20]2[CH2:24][C@H:17]1[CH2:18][CH2:19]2)=[O:15])([CH3:12])([CH3:11])[CH3:10].C([O-])([O-])=O.[K+].[K+].CCN(C(C)C)C(C)C. Product: [C:9]([O:13][C:14]([N:16]1[C@H:21]([CH2:22][NH:23][C:5]2[N:4]=[CH:3][C:2]([Br:1])=[CH:7][N:6]=2)[C@@H:20]2[CH2:24][C@H:17]1[CH2:18][CH2:19]2)=[O:15])([CH3:12])([CH3:10])[CH3:11]. The catalyst class is: 673. (5) Reactant: [N:1]([CH2:4][CH2:5][O:6][CH2:7][CH2:8][NH:9][C:10](=[O:16])[O:11][C:12]([CH3:15])([CH3:14])[CH3:13])=[N+]=[N-].C1(C)C=CC=CC=1. Product: [NH2:1][CH2:4][CH2:5][O:6][CH2:7][CH2:8][NH:9][C:10](=[O:16])[O:11][C:12]([CH3:14])([CH3:13])[CH3:15]. The catalyst class is: 19.